Predict the product of the given reaction. From a dataset of Forward reaction prediction with 1.9M reactions from USPTO patents (1976-2016). Given the reactants [CH3:1][N:2]([CH3:6])[CH2:3][CH2:4][NH2:5].[C:7]([C:9]1[CH:14]=[CH:13][C:12]([S:15](Cl)(=[O:17])=[O:16])=[CH:11][CH:10]=1)#N.C([O-])(O)=[O:20].[Na+].C(OC(=O)C)C, predict the reaction product. The product is: [CH3:1][N:2]([CH3:6])[CH2:3][CH2:4][NH:5][S:15]([C:12]1[CH:13]=[CH:14][C:9]([CH:7]=[O:20])=[CH:10][CH:11]=1)(=[O:17])=[O:16].